From a dataset of Reaction yield outcomes from USPTO patents with 853,638 reactions. Predict the reaction yield, written as a fraction of the theoretical maximum amount of product (1.0 means a 100% yield; for example, 0.34 means a 34% yield). (1) The reactants are O.[NH2:2][NH2:3].[CH2:4]([O:6][C:7](=[O:24])/[C:8](/O)=[CH:9]/[C:10](=O)[C:11]1[CH:16]=[CH:15][C:14]([O:17][C:18]([F:21])([F:20])[F:19])=[CH:13][CH:12]=1)[CH3:5]. The catalyst is C(O)C. The product is [CH2:4]([O:6][C:7]([C:8]1[CH:9]=[C:10]([C:11]2[CH:16]=[CH:15][C:14]([O:17][C:18]([F:21])([F:20])[F:19])=[CH:13][CH:12]=2)[NH:3][N:2]=1)=[O:24])[CH3:5]. The yield is 0.610. (2) The reactants are [CH3:1][O:2][C:3]1[CH:8]=[CH:7][C:6]([NH:9][C:10]2[CH:15]=[CH:14][CH:13]=[CH:12][C:11]=2[NH:16][C:17]([C:19]2[C:20]([CH3:24])=[N:21][O:22][CH:23]=2)=O)=[CH:5][CH:4]=1.CCCCCCC. The catalyst is CC(O)=O. The product is [CH3:1][O:2][C:3]1[CH:8]=[CH:7][C:6]([N:9]2[C:10]3[CH:15]=[CH:14][CH:13]=[CH:12][C:11]=3[N:16]=[C:17]2[C:19]2[C:20]([CH3:24])=[N:21][O:22][CH:23]=2)=[CH:5][CH:4]=1. The yield is 0.680. (3) The reactants are C([O-])([O-])=O.[Na+].[Na+].[CH:7]([C:9]1[CH:10]=[C:11](B(O)O)[CH:12]=[CH:13][CH:14]=1)=[O:8].Br[C:19]1[CH:24]=[CH:23][CH:22]=[CH:21][N:20]=1. The catalyst is CO.C1(C)C=CC=CC=1.ClCCl.C1C=CC([P]([Pd]([P](C2C=CC=CC=2)(C2C=CC=CC=2)C2C=CC=CC=2)([P](C2C=CC=CC=2)(C2C=CC=CC=2)C2C=CC=CC=2)[P](C2C=CC=CC=2)(C2C=CC=CC=2)C2C=CC=CC=2)(C2C=CC=CC=2)C2C=CC=CC=2)=CC=1. The product is [N:20]1[CH:21]=[CH:22][CH:23]=[CH:24][C:19]=1[C:11]1[CH:10]=[C:9]([CH:14]=[CH:13][CH:12]=1)[CH:7]=[O:8]. The yield is 0.890. (4) The reactants are [CH2:1]([N:6]1[C:14]2[C:9](=[N:10][C:11]([C:15]([F:18])([F:17])[F:16])=[CH:12][CH:13]=2)[N:8]=[C:7]1[CH2:19]O)[CH2:2][CH:3]([CH3:5])[CH3:4].[CH:21]1([N:24]2[C:32]3[CH:31]=[CH:30][N:29]=[CH:28][C:27]=3[NH:26][C:25]2=[O:33])[CH2:23][CH2:22]1.C1(P(C2C=CC=CC=2)C2C=CC=CC=2)C=CC=CC=1.N(C([O-])=O)=NC([O-])=O. The catalyst is C1COCC1. The product is [CH:21]1([N:24]2[C:32]3[CH:31]=[CH:30][N:29]=[CH:28][C:27]=3[N:26]([CH2:19][C:7]3[N:6]([CH2:1][CH2:2][CH:3]([CH3:4])[CH3:5])[C:14]4[C:9]([N:8]=3)=[N:10][C:11]([C:15]([F:16])([F:17])[F:18])=[CH:12][CH:13]=4)[C:25]2=[O:33])[CH2:23][CH2:22]1. The yield is 0.370. (5) The reactants are [Br:1][C:2]1[CH:7]=[CH:6][C:5]([OH:8])=[CH:4][C:3]=1[CH2:9][O:10][CH2:11][O:12][CH3:13].[C:14]([C:16]1[CH:23]=[CH:22][C:19]([CH2:20]Br)=[CH:18][CH:17]=1)#[N:15].C(=O)([O-])[O-].[K+].[K+].O. The product is [Br:1][C:2]1[CH:7]=[CH:6][C:5]([O:8][CH2:20][C:19]2[CH:22]=[CH:23][C:16]([C:14]#[N:15])=[CH:17][CH:18]=2)=[CH:4][C:3]=1[CH2:9][O:10][CH2:11][O:12][CH3:13]. The yield is 0.950. The catalyst is CN(C)C=O. (6) The reactants are [CH:1]1[C:11]2[CH:10]=[CH:9][C:8]3[CH:12]=[CH:13][CH:14]=[CH:15][C:7]=3[N:6]([CH2:16][C:17]3[CH:26]=[CH:25][C:20]([C:21](OC)=[O:22])=[CH:19][CH:18]=3)[C:5]=2[CH:4]=[CH:3][CH:2]=1.[NH2:27][OH:28].[OH-].[Na+].C1COCC1. The catalyst is CO. The product is [CH:1]1[C:11]2[CH:10]=[CH:9][C:8]3[CH:12]=[CH:13][CH:14]=[CH:15][C:7]=3[N:6]([CH2:16][C:17]3[CH:26]=[CH:25][C:20]([C:21]([NH:27][OH:28])=[O:22])=[CH:19][CH:18]=3)[C:5]=2[CH:4]=[CH:3][CH:2]=1. The yield is 0.260. (7) The reactants are [O:1]=[C:2]1[C:10]2[C:5](=[CH:6][CH:7]=[CH:8][CH:9]=2)[CH:4]([C:11]([OH:13])=[O:12])[O:3]1.C1C(=O)N([Br:21])C(=O)C1. No catalyst specified. The product is [Br:21][C:8]1[CH:9]=[C:10]2[C:5](=[CH:6][CH:7]=1)[CH:4]([C:11]([OH:13])=[O:12])[O:3][C:2]2=[O:1]. The yield is 0.350. (8) The reactants are [CH2:1]([C:11]1[C:18]2[S:17][C:16]3[CH:19]=[CH:20][S:21][C:15]=3[C:14]=2[S:13][CH:12]=1)[CH2:2][CH2:3][CH2:4][CH2:5][CH2:6][CH2:7][CH2:8][CH2:9][CH3:10].[Br:22]N1C(=O)CCC1=O.O. The catalyst is CN(C=O)C. The product is [Br:22][C:12]1[S:13][C:14]2[C:15]3[S:21][CH:20]=[CH:19][C:16]=3[S:17][C:18]=2[C:11]=1[CH2:1][CH2:2][CH2:3][CH2:4][CH2:5][CH2:6][CH2:7][CH2:8][CH2:9][CH3:10]. The yield is 0.902.